From a dataset of Forward reaction prediction with 1.9M reactions from USPTO patents (1976-2016). Predict the product of the given reaction. (1) Given the reactants C(=O)(OC(C)(C)C)[O:2][C:3]1[N:7]([C:8]2[CH:13]=[CH:12][CH:11]=[CH:10][N:9]=2)[N:6]=[C:5]([C:14]2[CH:19]=[CH:18][C:17]([C:20]3[CH:25]=[CH:24][C:23]([O:26][CH2:27][C:28]4[CH:33]=[CH:32][CH:31]=[CH:30][CH:29]=4)=[CH:22][CH:21]=3)=[CH:16][CH:15]=2)[CH:4]=1.C(=O)(OC(C)(C)C)OC1N(C2C=CC=CN=2)N=C(C2C=CC(C3C=CC=CC=3)=CC=2)C=1, predict the reaction product. The product is: [CH2:27]([O:26][C:23]1[CH:22]=[CH:21][C:20]([C:17]2[CH:18]=[CH:19][C:14]([C:5]3[CH:4]=[C:3]([OH:2])[N:7]([C:8]4[CH:13]=[CH:12][CH:11]=[CH:10][N:9]=4)[N:6]=3)=[CH:15][CH:16]=2)=[CH:25][CH:24]=1)[C:28]1[CH:29]=[CH:30][CH:31]=[CH:32][CH:33]=1. (2) Given the reactants [F:1][C:2]([F:19])([F:18])[C:3]1[CH:4]=[CH:5][C:6]2[C:10]([N:11]3[CH2:16][CH2:15][NH:14][CH2:13][CH2:12]3)=[CH:9][S:8][C:7]=2[CH:17]=1.[C:20]([O:24][C:25]([C:27]1([CH2:30][CH:31]=O)[CH2:29][CH2:28]1)=[O:26])([CH3:23])([CH3:22])[CH3:21].C(O[BH-](OC(=O)C)OC(=O)C)(=O)C.[Na+].[OH-].[Na+], predict the reaction product. The product is: [C:20]([O:24][C:25]([C:27]1([CH2:30][CH2:31][N:14]2[CH2:13][CH2:12][N:11]([C:10]3[C:6]4[CH:5]=[CH:4][C:3]([C:2]([F:18])([F:1])[F:19])=[CH:17][C:7]=4[S:8][CH:9]=3)[CH2:16][CH2:15]2)[CH2:29][CH2:28]1)=[O:26])([CH3:23])([CH3:22])[CH3:21]. (3) The product is: [F:11][C:12]1[C:17]([O:18][CH2:19][O:20][CH3:21])=[C:16]([CH:8]=[O:9])[CH:15]=[CH:14][C:13]=1[C:22]1[CH:23]=[CH:24][C:25]([F:28])=[CH:26][CH:27]=1. Given the reactants C([Li])CCC.C1C[O:9][CH2:8]C1.[F:11][C:12]1[C:17]([O:18][CH2:19][O:20][CH3:21])=[CH:16][CH:15]=[CH:14][C:13]=1[C:22]1[CH:27]=[CH:26][C:25]([F:28])=[CH:24][CH:23]=1.[Cl-].[NH4+], predict the reaction product. (4) Given the reactants [CH2:1]([C:3]1[CH:8]=[CH:7][C:6]([CH:9]2[CH2:14][N:13]([C:15]([N:17]3[CH2:22][CH2:21][O:20][CH2:19][CH2:18]3)=[O:16])[CH2:12][CH:11]([C:23]([OH:25])=O)[CH2:10]2)=[CH:5][CH:4]=1)[CH3:2].O[C:27]1([C:38](=[NH:40])[NH2:39])[CH:32]=[CH:31][CH:30]=[C:29]([O:33][C:34]([F:37])([F:36])[F:35])[CH2:28]1, predict the reaction product. The product is: [CH2:1]([C:3]1[CH:8]=[CH:7][C:6]([CH:9]2[CH2:10][CH:11]([C:23]3[O:25][N:40]=[C:38]([C:27]4[CH:32]=[CH:31][CH:30]=[C:29]([O:33][C:34]([F:35])([F:36])[F:37])[CH:28]=4)[N:39]=3)[CH2:12][N:13]([C:15]([N:17]3[CH2:18][CH2:19][O:20][CH2:21][CH2:22]3)=[O:16])[CH2:14]2)=[CH:5][CH:4]=1)[CH3:2]. (5) The product is: [CH:1]([N:4]1[C:8]([C:9]2[N:10]=[C:11]3[C:17]4[CH:18]=[CH:19][C:20]([CH2:22][C:23]([OH:25])=[O:24])=[CH:21][C:16]=4[O:15][CH2:14][CH2:13][N:12]3[CH:28]=2)=[N:7][CH:6]=[N:5]1)([CH3:3])[CH3:2]. Given the reactants [CH:1]([N:4]1[C:8]([C:9]2[N:10]=[C:11]3[C:17]4[CH:18]=[CH:19][C:20]([CH2:22][C:23]([O:25]CC)=[O:24])=[CH:21][C:16]=4[O:15][CH2:14][CH2:13][N:12]3[CH:28]=2)=[N:7][CH:6]=[N:5]1)([CH3:3])[CH3:2].[OH-].[Li+], predict the reaction product.